From a dataset of Full USPTO retrosynthesis dataset with 1.9M reactions from patents (1976-2016). Predict the reactants needed to synthesize the given product. (1) Given the product [CH2:32]([NH:36][CH2:34][CH2:33][CH2:32][CH2:31][CH2:30][CH2:29][CH2:28][CH2:27]/[CH:26]=[CH:25]\[CH2:24][CH2:23][CH2:22][CH2:21][CH2:20][CH2:19][CH2:18][CH3:17])[CH2:31][CH2:30][CH2:29][CH2:28][CH2:27][CH2:26][CH2:25][CH2:24][CH2:23][CH2:22][CH2:21][CH2:20][CH2:19][CH2:18][CH3:17], predict the reactants needed to synthesize it. The reactants are: C([CH2:17][CH2:18][CH2:19][CH2:20][CH2:21][CH2:22][CH2:23][CH2:24]/[CH:25]=[CH:26]\[CH2:27][CH2:28][CH2:29][CH2:30][CH2:31][CH2:32][CH2:33][C:34]([NH-:36])=O)CCCCCCCCCCCCCCC.[H-].[H-].[H-].[H-].[Li+].[Al+3].[H-].[OH-].[Na+]. (2) Given the product [CH2:1]([O:3][C:4]([C:6]1([C:9]2[CH:10]=[CH:11][C:12]([C:15]3[CH:20]=[CH:19][C:18]([C:21]4[O:25][N:24]=[C:23]([CH3:26])[C:22]=4[NH:27][C:36](=[O:37])[CH2:35][O:28][C:29]4[CH:34]=[CH:33][CH:32]=[CH:31][CH:30]=4)=[CH:17][CH:16]=3)=[CH:13][CH:14]=2)[CH2:8][CH2:7]1)=[O:5])[CH3:2], predict the reactants needed to synthesize it. The reactants are: [CH2:1]([O:3][C:4]([C:6]1([C:9]2[CH:14]=[CH:13][C:12]([C:15]3[CH:20]=[CH:19][C:18]([C:21]4[O:25][N:24]=[C:23]([CH3:26])[C:22]=4[NH2:27])=[CH:17][CH:16]=3)=[CH:11][CH:10]=2)[CH2:8][CH2:7]1)=[O:5])[CH3:2].[O:28]([CH2:35][C:36](Cl)=[O:37])[C:29]1[CH:34]=[CH:33][CH:32]=[CH:31][CH:30]=1. (3) Given the product [F:1][C:2]1[C:9]([O:10][CH2:13][CH2:14][O:15][CH3:16])=[CH:8][CH:7]=[C:6]([I:11])[C:3]=1[C:4]#[N:5], predict the reactants needed to synthesize it. The reactants are: [F:1][C:2]1[C:9]([OH:10])=[CH:8][CH:7]=[C:6]([I:11])[C:3]=1[C:4]#[N:5].Br[CH2:13][CH2:14][O:15][CH3:16].C([O-])([O-])=O.[K+].[K+]. (4) Given the product [CH2:1]([O:8][C:9]([NH:11][C@H:12]1[CH2:18][CH2:17][C@@H:16]([NH:15][C:20](=[O:21])[O:22][C:23]([CH3:24])([CH3:25])[CH3:26])[CH2:19][C@H:13]1[CH2:14][OH:27])=[O:10])[C:2]1[CH:3]=[CH:4][CH:5]=[CH:6][CH:7]=1, predict the reactants needed to synthesize it. The reactants are: [CH2:1]([O:8][C:9]([NH:11][C@H:12]1[CH2:18][CH2:17][C@@H:16]2[CH2:19][C@H:13]1[C:14](=[O:27])[N:15]2[C:20]([O:22][C:23]([CH3:26])([CH3:25])[CH3:24])=[O:21])=[O:10])[C:2]1[CH:7]=[CH:6][CH:5]=[CH:4][CH:3]=1.O.[BH4-].[Na+].[OH-].[Na+]. (5) Given the product [CH3:29][O:28][C:10]1[CH:11]=[C:12]2[C:17](=[CH:18][C:9]=1[OH:8])[N:16]=[CH:15][CH:14]=[C:13]2[S:19][C:20]1[S:21][C:22]([N+:25]([O-:27])=[O:26])=[CH:23][CH:24]=1, predict the reactants needed to synthesize it. The reactants are: C([O:8][C:9]1[CH:18]=[C:17]2[C:12]([C:13]([S:19][C:20]3[S:21][C:22]([N+:25]([O-:27])=[O:26])=[CH:23][CH:24]=3)=[CH:14][CH:15]=[N:16]2)=[CH:11][C:10]=1[O:28][CH3:29])C1C=CC=CC=1.C1(SC)C=CC=CC=1. (6) Given the product [CH:1]1([C:4]2[CH:9]=[CH:8][N:7]=[CH:6][C:5]=2[N:10]2[CH2:14][CH2:13][N:12]([C:17]3[CH:22]=[C:21]([O:23][CH3:24])[N:20]=[CH:19][N:18]=3)[C:11]2=[O:15])[CH2:3][CH2:2]1, predict the reactants needed to synthesize it. The reactants are: [CH:1]1([C:4]2[CH:9]=[CH:8][N:7]=[CH:6][C:5]=2[N:10]2[CH2:14][CH2:13][NH:12][C:11]2=[O:15])[CH2:3][CH2:2]1.Cl[C:17]1[CH:22]=[C:21]([O:23][CH3:24])[N:20]=[CH:19][N:18]=1.C(=O)([O-])[O-].[Cs+].[Cs+]. (7) Given the product [CH3:17][O:18][C:19]([C:20]1[CH:25]=[CH:24][C:23]([C:10]2[CH:11]=[CH:12][CH:13]=[C:8]([NH2:7])[CH:9]=2)=[CH:22][C:21]=1[C:27]([F:28])([F:29])[F:30])=[O:31], predict the reactants needed to synthesize it. The reactants are: C(=O)([O-])[O-].[K+].[K+].[NH2:7][C:8]1[CH:9]=[C:10](B(O)O)[CH:11]=[CH:12][CH:13]=1.[CH3:17][O:18][C:19](=[O:31])[C:20]1[CH:25]=[CH:24][C:23](Cl)=[CH:22][C:21]=1[C:27]([F:30])([F:29])[F:28].